Task: Predict the reaction yield, written as a fraction of the theoretical maximum amount of product (1.0 means a 100% yield; for example, 0.34 means a 34% yield).. Dataset: Reaction yield outcomes from USPTO patents with 853,638 reactions (1) The reactants are [O-]P([O-])([O-])=O.[K+].[K+].[K+].[CH2:9]([NH2:16])[C:10]1[CH:15]=[CH:14][CH:13]=[CH:12][CH:11]=1.[Br:17][C:18]1[CH:19]=[C:20](I)[CH:21]=[CH:22][CH:23]=1.C(O)CO. The catalyst is [Cu]I.CCCCCC.C(OCC)(=O)C.CC(O)C. The product is [Br:17][C:18]1[CH:23]=[C:22]([NH:16][CH2:9][C:10]2[CH:15]=[CH:14][CH:13]=[CH:12][CH:11]=2)[CH:21]=[CH:20][CH:19]=1. The yield is 0.830. (2) The reactants are [Cl:1][C:2]1[CH:3]=[CH:4][C:5]([NH2:8])=[N:6][CH:7]=1.[Br:9]Br.C(=O)(O)[O-].OS([O-])=O.[Na+]. The catalyst is C(Cl)(Cl)Cl. The product is [Br:9][C:4]1[C:5]([NH2:8])=[N:6][CH:7]=[C:2]([Cl:1])[CH:3]=1. The yield is 0.881. (3) The reactants are [O:1]1[CH:5]=[CH:4][C:3]([CH:6]2[CH2:9][CH:8]([OH:10])[CH2:7]2)=[N:2]1.CC(OI1(OC(C)=O)(OC(C)=O)OC(=O)C2C=CC=CC1=2)=O.C([O-])(O)=O.[Na+]. The catalyst is C(Cl)Cl.[Cl-].[Na+].O. The product is [O:1]1[CH:5]=[CH:4][C:3]([CH:6]2[CH2:9][C:8](=[O:10])[CH2:7]2)=[N:2]1. The yield is 0.830.